Task: Predict the product of the given reaction.. Dataset: Forward reaction prediction with 1.9M reactions from USPTO patents (1976-2016) (1) Given the reactants [N+:1]([C:4]1[CH:5]=[C:6]([CH:16]=[C:17]([C:19]#[C:20][Si](C(C)C)(C(C)C)C(C)C)[CH:18]=1)[O:7][CH2:8][CH2:9][N:10]1[CH2:15][CH2:14][O:13][CH2:12][CH2:11]1)([O-:3])=[O:2].CCCC[N+](CCCC)(CCCC)CCCC.[F-], predict the reaction product. The product is: [C:19]([C:17]1[CH:16]=[C:6]([CH:5]=[C:4]([N+:1]([O-:3])=[O:2])[CH:18]=1)[O:7][CH2:8][CH2:9][N:10]1[CH2:11][CH2:12][O:13][CH2:14][CH2:15]1)#[CH:20]. (2) Given the reactants C([O:4][CH2:5][C:6]1[CH:7]=[CH:8][C:9]2[N:33]3[C:34]([C:37]#[N:38])=[CH:35][CH:36]=[C:32]3[C:12]3([CH2:17][CH2:16][N:15]([C:18](=[O:31])[C:19]4[CH:24]=[CH:23][C:22]([S:25]([CH:28]([CH3:30])[CH3:29])(=[O:27])=[O:26])=[CH:21][CH:20]=4)[CH2:14][CH2:13]3)[O:11][C:10]=2[CH:39]=1)(=O)C.[Li+].[OH-].C1COCC1, predict the reaction product. The product is: [OH:4][CH2:5][C:6]1[CH:7]=[CH:8][C:9]2[N:33]3[C:34]([C:37]#[N:38])=[CH:35][CH:36]=[C:32]3[C:12]3([CH2:17][CH2:16][N:15]([C:18](=[O:31])[C:19]4[CH:20]=[CH:21][C:22]([S:25]([CH:28]([CH3:29])[CH3:30])(=[O:27])=[O:26])=[CH:23][CH:24]=4)[CH2:14][CH2:13]3)[O:11][C:10]=2[CH:39]=1. (3) Given the reactants [H-].[Na+].CS(O[CH2:8][C:9]([CH:11]([C:32]1[S:33][CH:34]=[C:35]([Cl:37])[N:36]=1)[C:12]1[NH:13][C:14]([C:25]2[CH:30]=[CH:29][CH:28]=[C:27]([F:31])[CH:26]=2)=[C:15]2[C:20](=[O:21])[N:19]([CH3:22])[C:18](=[O:23])[N:17]([CH3:24])[C:16]=12)=[CH2:10])(=O)=O, predict the reaction product. The product is: [Cl:37][C:35]1[N:36]=[C:32]([CH:11]2[C:12]3[N:13]([C:14]([C:25]4[CH:30]=[CH:29][CH:28]=[C:27]([F:31])[CH:26]=4)=[C:15]4[C:20](=[O:21])[N:19]([CH3:22])[C:18](=[O:23])[N:17]([CH3:24])[C:16]4=3)[CH2:10][C:9]2=[CH2:8])[S:33][CH:34]=1.